From a dataset of Full USPTO retrosynthesis dataset with 1.9M reactions from patents (1976-2016). Predict the reactants needed to synthesize the given product. Given the product [C:23]1([CH3:33])[CH:24]=[CH:25][C:26]([S:29]([OH:32])(=[O:30])=[O:31])=[CH:27][CH:28]=1.[CH2:1]([N:5]1[C:13]2[C:12](=[O:14])[N:11]([CH3:15])[N:10]=[CH:9][C:8]=2[N:7]=[C:6]1[N:16]1[CH2:17][CH2:18][NH:19][CH2:20][CH2:21]1)[C:2]#[C:3][CH3:4], predict the reactants needed to synthesize it. The reactants are: [CH2:1]([N:5]1[C:13]2[C:12](=[O:14])[N:11]([CH3:15])[N:10]=[CH:9][C:8]=2[N:7]=[C:6]1[N:16]1[CH2:21][CH2:20][NH:19][CH2:18][CH2:17]1)[C:2]#[C:3][CH3:4].O.[C:23]1([CH3:33])[CH:28]=[CH:27][C:26]([S:29]([OH:32])(=[O:31])=[O:30])=[CH:25][CH:24]=1.